The task is: Binary Classification. Given a T-cell receptor sequence (or CDR3 region) and an epitope sequence, predict whether binding occurs between them.. This data is from TCR-epitope binding with 47,182 pairs between 192 epitopes and 23,139 TCRs. (1) The epitope is CTELKLSDY. The TCR CDR3 sequence is CASSSSRGQGTQETQYF. Result: 0 (the TCR does not bind to the epitope). (2) The epitope is KPLEFGATSAAL. The TCR CDR3 sequence is CASSFPGLVNEQFF. Result: 1 (the TCR binds to the epitope). (3) The epitope is AVFDRKSDAK. The TCR CDR3 sequence is CASSFGGQLYEQYF. Result: 1 (the TCR binds to the epitope). (4) The epitope is VLAWLYAAV. The TCR CDR3 sequence is CASSNGLISSDTQYF. Result: 1 (the TCR binds to the epitope). (5) The epitope is ITEEVGHTDLMAAY. The TCR CDR3 sequence is CASSLEVGSDPLYNEQFF. Result: 1 (the TCR binds to the epitope). (6) The epitope is RLRPGGKKK. The TCR CDR3 sequence is CASSFSLPRTGGYGYTF. Result: 0 (the TCR does not bind to the epitope).